This data is from Catalyst prediction with 721,799 reactions and 888 catalyst types from USPTO. The task is: Predict which catalyst facilitates the given reaction. (1) Reactant: [CH:1]1([N:6]2[C:14]3[C:9](=[CH:10][CH:11]=[C:12]([C:15]4[N:19]([C:20]5[CH:28]=[CH:27][C:23](C(O)=O)=[CH:22][CH:21]=5)[N:18]=[CH:17][CH:16]=4)[CH:13]=3)[C:8]([CH2:29][CH3:30])=[N:7]2)[CH2:5][CH2:4][CH2:3][CH2:2]1.C1C[N:34]([P+](ON2N=NC3C=CC=CC2=3)(N2CCCC2)N2CCCC2)CC1.F[P-](F)(F)(F)(F)F.ON1C2C=CC=CC=2N=N1.C(N(CC)C(C)C)(C)C.[Cl-].[NH4+].[C:85]([O-:88])(O)=O.[Na+]. Product: [CH:1]1([N:6]2[C:14]3[C:9](=[CH:10][CH:11]=[C:12]([C:15]4[N:19]([C:20]5[CH:28]=[CH:27][C:23]([C:85]([NH2:34])=[O:88])=[CH:22][CH:21]=5)[N:18]=[CH:17][CH:16]=4)[CH:13]=3)[C:8]([CH2:29][CH3:30])=[N:7]2)[CH2:5][CH2:4][CH2:3][CH2:2]1. The catalyst class is: 434. (2) Reactant: [N:1]([C:4]1[C:9]([F:10])=[CH:8][N:7]=[CH:6][C:5]=1/[CH:11]=[N:12]/[C:13]1[C:18]([F:19])=[CH:17][CH:16]=[CH:15][C:14]=1[Cl:20])=[N+]=[N-]. Product: [Cl:20][C:14]1[CH:15]=[CH:16][CH:17]=[C:18]([F:19])[C:13]=1[N:12]1[CH:11]=[C:5]2[CH:6]=[N:7][CH:8]=[C:9]([F:10])[C:4]2=[N:1]1. The catalyst class is: 11. (3) Reactant: [CH2:1]([N:5]1[C:9]2[CH:10]=[CH:11][CH:12]=[CH:13][C:8]=2[NH:7][C:6]1=[O:14])[CH:2]([CH3:4])[CH3:3].[H-].[Na+].[Cl:17][C:18]1[CH:19]=[C:20]([C:25]([NH:27][C@H:28]2[CH2:33][CH2:32][C@H:31]([CH2:34]OS(C)(=O)=O)[CH2:30][CH2:29]2)=[O:26])[C:21]([CH3:24])=[N:22][CH:23]=1. Product: [Cl:17][C:18]1[CH:23]=[N:22][C:21]([CH3:24])=[C:20]([CH:19]=1)[C:25]([NH:27][C@H:28]1[CH2:29][CH2:30][C@H:31]([CH2:34][N:7]2[C:8]3[CH:13]=[CH:12][CH:11]=[CH:10][C:9]=3[N:5]([CH2:1][CH:2]([CH3:3])[CH3:4])[C:6]2=[O:14])[CH2:32][CH2:33]1)=[O:26]. The catalyst class is: 3. (4) Reactant: [C:1]([N:4]1[CH2:9][CH2:8][NH:7][CH2:6][CH2:5]1)(=[O:3])[CH3:2].[C:10]1([S:20](Cl)(=[O:22])=[O:21])[C:19]2[C:14](=[CH:15][CH:16]=[CH:17][CH:18]=2)[CH:13]=[CH:12][CH:11]=1. Product: [C:10]1([S:20]([N:7]2[CH2:8][CH2:9][N:4]([C:1](=[O:3])[CH3:2])[CH2:5][CH2:6]2)(=[O:22])=[O:21])[C:19]2[C:14](=[CH:15][CH:16]=[CH:17][CH:18]=2)[CH:13]=[CH:12][CH:11]=1. The catalyst class is: 377. (5) Reactant: [Br:1][C:2]1[C:3](Cl)=[N:4][C:5]([Cl:8])=[N:6][CH:7]=1.[CH2:10]([NH:12][CH2:13][CH2:14][C:15]([NH:17][CH3:18])=[O:16])[CH3:11].C(N(CC)CC)C. Product: [Br:1][C:2]1[C:3]([N:12]([CH2:10][CH3:11])[CH2:13][CH2:14][C:15]([NH:17][CH3:18])=[O:16])=[N:4][C:5]([Cl:8])=[N:6][CH:7]=1. The catalyst class is: 10. (6) Reactant: C([N:4]1[C:12]2[C:7](=[CH:8][CH:9]=[CH:10][CH:11]=2)[C:6]([C:13]2[N:14]=[N:15][N:16]([C:18]3[CH:23]=[CH:22][C:21]([CH:24]4[CH2:29][CH2:28][N:27]([C:30](=[O:32])[CH3:31])[CH2:26][CH2:25]4)=[CH:20][CH:19]=3)[CH:17]=2)=[N:5]1)(=O)C.C(=O)([O-])[O-].[K+].[K+].C(Cl)Cl. Product: [C:30]([N:27]1[CH2:26][CH2:25][CH:24]([C:21]2[CH:22]=[CH:23][C:18]([N:16]3[CH:17]=[C:13]([C:6]4[C:7]5[C:12](=[CH:11][CH:10]=[CH:9][CH:8]=5)[NH:4][N:5]=4)[N:14]=[N:15]3)=[CH:19][CH:20]=2)[CH2:29][CH2:28]1)(=[O:32])[CH3:31]. The catalyst class is: 24. (7) The catalyst class is: 3. Product: [Cl:1][C:2]1[CH:21]=[CH:20][C:5]([C:6]([N:8]2[CH2:14][C:13]3[CH:15]=[CH:16][CH:17]=[CH:18][C:12]=3[N:11]([CH2:31][C:30]3[CH:33]=[CH:34][C:27]([CH2:26][C:24]#[N:25])=[CH:28][CH:29]=3)[C:10](=[O:19])[CH2:9]2)=[O:7])=[CH:4][CH:3]=1. Reactant: [Cl:1][C:2]1[CH:21]=[CH:20][C:5]([C:6]([N:8]2[CH2:14][C:13]3[CH:15]=[CH:16][CH:17]=[CH:18][C:12]=3[NH:11][C:10](=[O:19])[CH2:9]2)=[O:7])=[CH:4][CH:3]=1.[H-].[Na+].[C:24]([CH2:26][C:27]1[CH:34]=[CH:33][C:30]([CH2:31]Br)=[CH:29][CH:28]=1)#[N:25].C(OCC)(=O)C. (8) Reactant: [CH:1]1([C:4]2[CH:8]=[C:7]([CH:9]3[CH2:11][CH2:10]3)[N:6]([C:12]3[CH:17]=[CH:16][C:15]([NH:18][C:19](=[O:31])[CH2:20][C:21]4[CH:22]=[C:23]5[C:28](=[CH:29][CH:30]=4)[N:27]=[CH:26][CH:25]=[CH:24]5)=[CH:14][C:13]=3[F:32])[N:5]=2)[CH2:3][CH2:2]1.[ClH:33]. Product: [ClH:33].[CH:1]1([C:4]2[CH:8]=[C:7]([CH:9]3[CH2:10][CH2:11]3)[N:6]([C:12]3[CH:17]=[CH:16][C:15]([NH:18][C:19](=[O:31])[CH2:20][C:21]4[CH:22]=[C:23]5[C:28](=[CH:29][CH:30]=4)[N:27]=[CH:26][CH:25]=[CH:24]5)=[CH:14][C:13]=3[F:32])[N:5]=2)[CH2:3][CH2:2]1. The catalyst class is: 165.